From a dataset of Full USPTO retrosynthesis dataset with 1.9M reactions from patents (1976-2016). Predict the reactants needed to synthesize the given product. (1) Given the product [Br:1][C:2]1[CH:11]=[C:10]2[C:5]([C:6]([NH:25][NH:24][C:23]([O:27][C:28]([CH3:31])([CH3:30])[CH3:29])=[O:26])=[C:7]([N+:12]([O-:14])=[O:13])[CH:8]=[N:9]2)=[CH:4][CH:3]=1, predict the reactants needed to synthesize it. The reactants are: [Br:1][C:2]1[CH:11]=[C:10]2[C:5]([C:6](Cl)=[C:7]([N+:12]([O-:14])=[O:13])[CH:8]=[N:9]2)=[CH:4][CH:3]=1.C(N(CC)CC)C.[C:23]([O:27][C:28]([CH3:31])([CH3:30])[CH3:29])(=[O:26])[NH:24][NH2:25]. (2) The reactants are: Br[C:2]1[CH:7]=[CH:6][C:5]([C:8]([OH:11])([CH3:10])[CH3:9])=[C:4]([O:12][CH3:13])[CH:3]=1.[Cl:14][C:15]1[CH:23]=[C:22]2[C:18]([C:19]([C:24]([O:26][CH3:27])=[O:25])=[CH:20][NH:21]2)=[CH:17][C:16]=1B1OCC(C)(C)CO1.C(O)C.C(=O)([O-])[O-].[K+].[K+]. Given the product [Cl:14][C:15]1[CH:23]=[C:22]2[C:18]([C:19]([C:24]([O:26][CH3:27])=[O:25])=[CH:20][NH:21]2)=[CH:17][C:16]=1[C:2]1[CH:7]=[CH:6][C:5]([C:8]([OH:11])([CH3:10])[CH3:9])=[C:4]([O:12][CH3:13])[CH:3]=1, predict the reactants needed to synthesize it. (3) The reactants are: C([Li])CCC.Br[C:7]1[CH:12]=[C:11]([O:13][C:14]([F:17])([F:16])[F:15])[CH:10]=[CH:9][C:8]=1[F:18].[N:19]1[CH:24]=[CH:23][C:22]([CH:25]=[O:26])=[CH:21][CH:20]=1.O. Given the product [F:18][C:8]1[CH:9]=[CH:10][C:11]([O:13][C:14]([F:17])([F:16])[F:15])=[CH:12][C:7]=1[CH:25]([C:22]1[CH:23]=[CH:24][N:19]=[CH:20][CH:21]=1)[OH:26], predict the reactants needed to synthesize it.